Dataset: Peptide-MHC class I binding affinity with 185,985 pairs from IEDB/IMGT. Task: Regression. Given a peptide amino acid sequence and an MHC pseudo amino acid sequence, predict their binding affinity value. This is MHC class I binding data. (1) The peptide sequence is LVTFKTAHAK. The MHC is HLA-A03:01 with pseudo-sequence HLA-A03:01. The binding affinity (normalized) is 0.698. (2) The peptide sequence is EIARIENEMK. The MHC is HLA-A03:01 with pseudo-sequence HLA-A03:01. The binding affinity (normalized) is 0.202. (3) The peptide sequence is VPEFAKQYV. The MHC is HLA-B54:01 with pseudo-sequence HLA-B54:01. The binding affinity (normalized) is 0.318. (4) The peptide sequence is FIYLALLEA. The MHC is HLA-A02:01 with pseudo-sequence HLA-A02:01. The binding affinity (normalized) is 0.779. (5) The peptide sequence is QQQQQQQQK. The MHC is HLA-A68:01 with pseudo-sequence HLA-A68:01. The binding affinity (normalized) is 0.0431. (6) The peptide sequence is GRYFRIQEV. The MHC is HLA-A02:01 with pseudo-sequence HLA-A02:01. The binding affinity (normalized) is 0.0368.